Dataset: Forward reaction prediction with 1.9M reactions from USPTO patents (1976-2016). Task: Predict the product of the given reaction. (1) Given the reactants IC.[CH3:3]N(C)C=O.C(=O)([O-])[O-].[K+].[K+].[CH:14]([O:17][NH:18][C:19](=[O:31])[C:20](=[N:26][O:27][CH:28]([CH3:30])[CH3:29])[N:21]1[CH:25]=[N:24][CH:23]=[N:22]1)([CH3:16])[CH3:15], predict the reaction product. The product is: [CH:28]([O:27][N:26]=[C:20]([N:21]1[CH:25]=[N:24][CH:23]=[N:22]1)[C:19](=[N:18][O:17][CH:14]([CH3:16])[CH3:15])[O:31][CH3:3])([CH3:30])[CH3:29]. (2) Given the reactants [Na].[C:2]([O:10][CH2:11][CH3:12])(=[O:9])[CH2:3][C:4]([O:6][CH2:7][CH3:8])=[O:5].Cl[CH2:14][C:15]([O:17][CH2:18][CH3:19])=[O:16], predict the reaction product. The product is: [CH:3]([C:4]([O:6][CH2:7][CH3:8])=[O:5])([C:2]([O:10][CH2:11][CH3:12])=[O:9])[CH2:14][C:15]([O:17][CH2:18][CH3:19])=[O:16]. (3) Given the reactants C(OC(=O)[NH:7][CH2:8][CH2:9][NH:10][C:11](=[O:19])[C:12]1[CH:17]=[CH:16][CH:15]=[CH:14][C:13]=1[OH:18])(C)(C)C.Cl, predict the reaction product. The product is: [NH2:7][CH2:8][CH2:9][NH:10][C:11](=[O:19])[C:12]1[CH:17]=[CH:16][CH:15]=[CH:14][C:13]=1[OH:18]. (4) Given the reactants C[Si](C)(C)CC[O:5][C:6]1[CH:13]=[N:12][CH:11]=[CH:10][C:7]=1[C:8]#[N:9].[F-].C([N+](CCCC)(CCC)CCCC)CCC, predict the reaction product. The product is: [OH:5][C:6]1[CH:13]=[N:12][CH:11]=[CH:10][C:7]=1[C:8]#[N:9]. (5) Given the reactants [CH3:1][C:2]1([CH3:26])[C:6]2[C:7]([O:11][C:12]3[N:17]=[CH:16][C:15]([NH:18][C:19](=[O:25])[C@@H:20]([CH:22]([CH3:24])[CH3:23])[NH2:21])=[CH:14][N:13]=3)=[CH:8][CH:9]=[CH:10][C:5]=2[O:4][CH2:3]1.Cl[C:28](Cl)([O:30]C(=O)OC(Cl)(Cl)Cl)Cl, predict the reaction product. The product is: [CH3:26][C:2]1([CH3:1])[C:6]2[C:7]([O:11][C:12]3[N:17]=[CH:16][C:15]([N:18]4[C:19](=[O:25])[C@@H:20]([CH:22]([CH3:23])[CH3:24])[NH:21][C:28]4=[O:30])=[CH:14][N:13]=3)=[CH:8][CH:9]=[CH:10][C:5]=2[O:4][CH2:3]1. (6) Given the reactants [C:1]([C:3]1[CH:4]=[C:5]([CH:9]=[CH:10][C:11]=1[O:12][CH:13]([CH3:15])[CH3:14])[C:6]([OH:8])=O)#[N:2].C(Cl)CCl.C1C=CC2N(O)N=NC=2C=1.O[NH:31][C:32](=[NH:51])[C:33]1[CH:34]=[CH:35][C:36]2[CH2:42][N:41]([C:43]([O:45][C:46]([CH3:49])([CH3:48])[CH3:47])=[O:44])[CH2:40][CH2:39][CH2:38][C:37]=2[CH:50]=1, predict the reaction product. The product is: [C:1]([C:3]1[CH:4]=[C:5]([C:6]2[O:8][N:31]=[C:32]([C:33]3[CH:34]=[CH:35][C:36]4[CH2:42][N:41]([C:43]([O:45][C:46]([CH3:48])([CH3:47])[CH3:49])=[O:44])[CH2:40][CH2:39][CH2:38][C:37]=4[CH:50]=3)[N:51]=2)[CH:9]=[CH:10][C:11]=1[O:12][CH:13]([CH3:15])[CH3:14])#[N:2].